Task: Predict the reactants needed to synthesize the given product.. Dataset: Full USPTO retrosynthesis dataset with 1.9M reactions from patents (1976-2016) (1) Given the product [CH3:7][C:6]([OH:8])([CH2:5][CH2:4][CH2:3][CH:2]([CH3:1])[CH2:9][CH3:10])[C:12]#[CH:13], predict the reactants needed to synthesize it. The reactants are: [CH3:1][CH:2]([CH2:9][CH3:10])[CH2:3][CH2:4][CH2:5][C:6](=[O:8])[CH3:7].N.[CH:12]#[CH:13].[OH-].[K+]. (2) Given the product [Cl:33][C:20]1[CH:19]=[C:18]([NH:17][C:12]2[C:11]([C:10]#[C:9][C:5]3[CH:4]=[C:3]([CH:8]=[CH:7][CH:6]=3)[CH2:2][NH:1][C:34](=[O:38])[CH3:35])=[CH:16][N:15]=[CH:14][N:13]=2)[CH:23]=[CH:22][C:21]=1[O:24][CH2:25][C:26]1[CH:31]=[CH:30][CH:29]=[C:28]([F:32])[CH:27]=1, predict the reactants needed to synthesize it. The reactants are: [NH2:1][CH2:2][C:3]1[CH:4]=[C:5]([C:9]#[C:10][C:11]2[C:12]([NH:17][C:18]3[CH:23]=[CH:22][C:21]([O:24][CH2:25][C:26]4[CH:31]=[CH:30][CH:29]=[C:28]([F:32])[CH:27]=4)=[C:20]([Cl:33])[CH:19]=3)=[N:13][CH:14]=[N:15][CH:16]=2)[CH:6]=[CH:7][CH:8]=1.[C:34]([O:38]C(=O)NCC1C=CC=C(C#CC2C(NC3C=CC(OCC4C=CC=C(F)C=4)=C(Cl)C=3)=NC=NC=2)C=1)(C)(C)[CH3:35].[OH-].[Na+]. (3) Given the product [ClH:21].[NH2:22][CH:5]([CH2:11][C:12]1[C:20]2[C:15](=[N:16][CH:17]=[CH:18][C:19]=2[Cl:21])[NH:14][CH:13]=1)[C:4]([OH:26])=[O:3], predict the reactants needed to synthesize it. The reactants are: C([O:3][C:4](=[O:26])[C:5]([NH:22]C(=O)C)([CH2:11][C:12]1[C:20]2[C:15](=[N:16][CH:17]=[CH:18][C:19]=2[Cl:21])[NH:14][CH:13]=1)C(OCC)=O)C.